Dataset: Catalyst prediction with 721,799 reactions and 888 catalyst types from USPTO. Task: Predict which catalyst facilitates the given reaction. (1) Reactant: [NH2:1]/[C:2](/OCC)=[CH:3]\[C:4](=O)[C:5]([F:8])([F:7])[F:6].[NH2:13][NH2:14]. Product: [F:6][C:5]([F:8])([F:7])[C:4]1[NH:14][N:13]=[C:2]([NH2:1])[CH:3]=1. The catalyst class is: 14. (2) The catalyst class is: 511. Reactant: [CH:1]1([CH2:4][N:5]([CH2:30][CH2:31][CH3:32])[C:6]2[N:11]=[CH:10][N:9]=[C:8]([C:12]([NH:14][C:15]3[CH:16]=[C:17]4[C:21](=[CH:22][CH:23]=3)[N:20]([CH2:24][C:25]([O:27]CC)=[O:26])[N:19]=[CH:18]4)=[O:13])[CH:7]=2)[CH2:3][CH2:2]1.[OH-].[Na+].O.Cl. Product: [CH:1]1([CH2:4][N:5]([CH2:30][CH2:31][CH3:32])[C:6]2[N:11]=[CH:10][N:9]=[C:8]([C:12]([NH:14][C:15]3[CH:16]=[C:17]4[C:21](=[CH:22][CH:23]=3)[N:20]([CH2:24][C:25]([OH:27])=[O:26])[N:19]=[CH:18]4)=[O:13])[CH:7]=2)[CH2:3][CH2:2]1. (3) Reactant: [Cl:1][C:2]1[CH:7]=[CH:6][C:5]([S:8]([CH:11]([C:18]2[CH:23]=[C:22]([F:24])[CH:21]=[CH:20][C:19]=2[F:25])[CH2:12][CH2:13][S:14][CH2:15][CH2:16]O)(=[O:10])=[O:9])=[CH:4][CH:3]=1.C(C=P(CCCC)(CCCC)CCCC)#N. Product: [Cl:1][C:2]1[CH:7]=[CH:6][C:5]([S:8]([C:11]2([C:18]3[CH:23]=[C:22]([F:24])[CH:21]=[CH:20][C:19]=3[F:25])[CH2:16][CH2:15][S:14][CH2:13][CH2:12]2)(=[O:10])=[O:9])=[CH:4][CH:3]=1. The catalyst class is: 345. (4) Reactant: C([O:8][C:9]1[CH:14]=[CH:13][C:12]([N:15]2[CH2:20][CH2:19][CH:18]([N:21]3[C:26](=[O:27])[C:25]([CH2:28][C:29]4[CH:34]=[CH:33][C:32]([C:35]5[C:36]([C:41]#[N:42])=[CH:37][CH:38]=[CH:39][CH:40]=5)=[CH:31][CH:30]=4)=[C:24]([CH2:43][CH2:44][CH3:45])[N:23]4[N:46]=[CH:47][N:48]=[C:22]34)[CH2:17][CH2:16]2)=[CH:11][CH:10]=1)C1C=CC=CC=1.O1CCCC1. Product: [OH:8][C:9]1[CH:10]=[CH:11][C:12]([N:15]2[CH2:16][CH2:17][CH:18]([N:21]3[C:26](=[O:27])[C:25]([CH2:28][C:29]4[CH:34]=[CH:33][C:32]([C:35]5[C:36]([C:41]#[N:42])=[CH:37][CH:38]=[CH:39][CH:40]=5)=[CH:31][CH:30]=4)=[C:24]([CH2:43][CH2:44][CH3:45])[N:23]4[N:46]=[CH:47][N:48]=[C:22]34)[CH2:19][CH2:20]2)=[CH:13][CH:14]=1. The catalyst class is: 352. (5) Reactant: [CH3:1][C:2]1[N:3]=[CH:4][N:5]([C:8]2[CH:9]=[C:10]([NH:14][C:15]([NH2:17])=[S:16])[CH:11]=[CH:12][CH:13]=2)[C:6]=1[CH3:7].Cl[CH:19]1[C:28]2[C:23](=[CH:24][CH:25]=[CH:26][CH:27]=2)[CH2:22][CH2:21][C:20]1=O. Product: [S:16]1[C:24]2[C:23]3[C:28]([CH2:27][CH2:26][C:25]=2[N:17]=[C:15]1[NH:14][C:10]1[CH:11]=[CH:12][CH:13]=[C:8]([N:5]2[C:6]([CH3:7])=[C:2]([CH3:1])[N:3]=[CH:4]2)[CH:9]=1)=[CH:19][CH:20]=[CH:21][CH:22]=3. The catalyst class is: 8. (6) Reactant: O[C@H]1CCCC[C@@H]1N1C(=O)C2C(=C3C=CC=CC3=CC=2)N=C1.[OH:23][C@@H:24]1[CH2:29][CH2:28][CH2:27][CH2:26][C@H:25]1[N:30]1[C:39](=[O:40])[C:38]2[C:33](=[C:34]3[CH:53]=[CH:52][CH:51]=[CH:50][C:35]3=[C:36]([CH2:41][C:42]3[CH:43]=[CH:44][C:45]([CH:48]=[O:49])=[N:46][CH:47]=3)[CH:37]=2)[N:32]=[CH:31]1.[BH4-].[Na+].[Cl-].[NH4+]. Product: [OH:23][C@@H:24]1[CH2:29][CH2:28][CH2:27][CH2:26][C@H:25]1[N:30]1[C:39](=[O:40])[C:38]2[C:33](=[C:34]3[CH:53]=[CH:52][CH:51]=[CH:50][C:35]3=[C:36]([CH2:41][C:42]3[CH:43]=[CH:44][C:45]([CH:48]=[O:49])=[N:46][CH:47]=3)[CH:37]=2)[N:32]=[CH:31]1.[OH:23][C@@H:24]1[CH2:29][CH2:28][CH2:27][CH2:26][C@H:25]1[N:30]1[C:39](=[O:40])[C:38]2[C:33](=[C:34]3[CH:53]=[CH:52][CH:51]=[CH:50][C:35]3=[C:36]([CH2:41][C:42]3[CH:47]=[N:46][C:45]([CH2:48][OH:49])=[CH:44][CH:43]=3)[CH:37]=2)[N:32]=[CH:31]1. The catalyst class is: 5. (7) Reactant: [F:1][C:2]1[CH:7]=[CH:6][C:5]([N:8]2[C:11](=[O:12])[C@H:10]([S:13][CH2:14][C:15]([C:17]3[CH:22]=[CH:21][C:20]([F:23])=[CH:19][CH:18]=3)=[O:16])[C@H:9]2[C:24]2[CH:38]=[CH:37][C:27]([O:28][CH2:29][C:30]([NH:32][CH2:33][C:34](O)=[O:35])=[O:31])=[CH:26][CH:25]=2)=[CH:4][CH:3]=1.Cl.C([O:44][C:45](=[O:52])[C@H:46]([C@H:48]([CH2:50][CH3:51])[CH3:49])[NH2:47])(C)(C)C.CN1CCOCC1.CN(C(ON1N=NC2C=CC=CC1=2)=[N+](C)C)C.[B-](F)(F)(F)F. Product: [F:1][C:2]1[CH:3]=[CH:4][C:5]([N:8]2[C:11](=[O:12])[C@H:10]([S:13][CH2:14][CH:15]([C:17]3[CH:18]=[CH:19][C:20]([F:23])=[CH:21][CH:22]=3)[OH:16])[C@H:9]2[C:24]2[CH:25]=[CH:26][C:27]([O:28][CH2:29][C:30]([NH:32][CH2:33][C:34]([NH:47][C@H:46]([C:45]([OH:44])=[O:52])[C@H:48]([CH2:50][CH3:51])[CH3:49])=[O:35])=[O:31])=[CH:37][CH:38]=2)=[CH:6][CH:7]=1. The catalyst class is: 2.